The task is: Regression. Given two drug SMILES strings and cell line genomic features, predict the synergy score measuring deviation from expected non-interaction effect.. This data is from NCI-60 drug combinations with 297,098 pairs across 59 cell lines. (1) Drug 1: CC1OCC2C(O1)C(C(C(O2)OC3C4COC(=O)C4C(C5=CC6=C(C=C35)OCO6)C7=CC(=C(C(=C7)OC)O)OC)O)O. Drug 2: N.N.Cl[Pt+2]Cl. Cell line: OVCAR3. Synergy scores: CSS=30.1, Synergy_ZIP=-7.87, Synergy_Bliss=-0.976, Synergy_Loewe=-15.4, Synergy_HSA=-2.35. (2) Drug 1: C1=CC(=CC=C1CCC2=CNC3=C2C(=O)NC(=N3)N)C(=O)NC(CCC(=O)O)C(=O)O. Drug 2: C1=NC2=C(N1)C(=S)N=C(N2)N. Cell line: DU-145. Synergy scores: CSS=27.8, Synergy_ZIP=-10.7, Synergy_Bliss=-9.93, Synergy_Loewe=-6.79, Synergy_HSA=-4.68. (3) Drug 2: C1CC(=O)NC(=O)C1N2C(=O)C3=CC=CC=C3C2=O. Drug 1: CN1C2=C(C=C(C=C2)N(CCCl)CCCl)N=C1CCCC(=O)O.Cl. Cell line: OVCAR-8. Synergy scores: CSS=0.915, Synergy_ZIP=-1.30, Synergy_Bliss=-2.58, Synergy_Loewe=-3.88, Synergy_HSA=-2.63. (4) Drug 1: C1C(C(OC1N2C=NC(=NC2=O)N)CO)O. Drug 2: N.N.Cl[Pt+2]Cl. Cell line: SN12C. Synergy scores: CSS=38.7, Synergy_ZIP=-8.65, Synergy_Bliss=1.39, Synergy_Loewe=5.38, Synergy_HSA=5.86. (5) Drug 1: CC1=C(C(=O)C2=C(C1=O)N3CC4C(C3(C2COC(=O)N)OC)N4)N. Drug 2: C(CN)CNCCSP(=O)(O)O. Cell line: SW-620. Synergy scores: CSS=38.0, Synergy_ZIP=-4.31, Synergy_Bliss=-0.741, Synergy_Loewe=-61.0, Synergy_HSA=0.109. (6) Drug 1: CC12CCC3C(C1CCC2=O)CC(=C)C4=CC(=O)C=CC34C. Drug 2: C1=C(C(=O)NC(=O)N1)F. Cell line: BT-549. Synergy scores: CSS=52.9, Synergy_ZIP=-0.126, Synergy_Bliss=-3.07, Synergy_Loewe=-1.04, Synergy_HSA=-0.146. (7) Cell line: SF-268. Drug 1: C1CN1P(=S)(N2CC2)N3CC3. Drug 2: COCCOC1=C(C=C2C(=C1)C(=NC=N2)NC3=CC=CC(=C3)C#C)OCCOC.Cl. Synergy scores: CSS=12.5, Synergy_ZIP=-1.84, Synergy_Bliss=2.22, Synergy_Loewe=-0.586, Synergy_HSA=-0.646.